Dataset: Full USPTO retrosynthesis dataset with 1.9M reactions from patents (1976-2016). Task: Predict the reactants needed to synthesize the given product. (1) The reactants are: [F:1][CH:2]([C:8]([O:10]CC)=O)[C:3]([O:5]CC)=[O:4].[OH-].[K+].[CH2:15]([NH2:22])[C:16]1[CH:21]=[CH:20][CH:19]=[CH:18][CH:17]=1. Given the product [CH2:15]([NH:22][C:8](=[O:10])[CH:2]([F:1])[C:3]([OH:5])=[O:4])[C:16]1[CH:21]=[CH:20][CH:19]=[CH:18][CH:17]=1, predict the reactants needed to synthesize it. (2) Given the product [CH3:1][N:2]([C:3]1[CH:4]=[CH:5][CH:6]=[C:7]2[C:11]=1[NH:10][C:9]([C:12]1[S:13][CH:14]([CH2:17][C:18]([N:33]3[CH2:34][CH2:35][N:30]([CH3:29])[CH2:31][CH2:32]3)=[O:20])[CH2:15][N:16]=1)=[CH:8]2)[S:21]([C:24]1[S:25][CH:26]=[CH:27][CH:28]=1)(=[O:22])=[O:23], predict the reactants needed to synthesize it. The reactants are: [CH3:1][N:2]([S:21]([C:24]1[S:25][CH:26]=[CH:27][CH:28]=1)(=[O:23])=[O:22])[C:3]1[CH:4]=[CH:5][CH:6]=[C:7]2[C:11]=1[NH:10][C:9]([C:12]1[S:13][CH:14]([CH2:17][C:18]([OH:20])=O)[CH2:15][N:16]=1)=[CH:8]2.[CH3:29][N:30]1[CH2:35][CH2:34][NH:33][CH2:32][CH2:31]1.N1(O)C2C=CC=CC=2N=N1.Cl.CN(C)CCCN=C=NCC.